Dataset: Forward reaction prediction with 1.9M reactions from USPTO patents (1976-2016). Task: Predict the product of the given reaction. (1) Given the reactants Cl[C:2]1[N:7]=[C:6]([NH:8][CH:9]2[CH2:14][CH2:13][CH2:12][N:11]([C:15]([O:17][C:18]([CH3:21])([CH3:20])[CH3:19])=[O:16])[CH2:10]2)[C:5]([F:22])=[CH:4][N:3]=1.[NH2:23][C:24]1[CH:29]=[CH:28][CH:27]=[CH:26][CH:25]=1.C(O)(C(F)(F)F)=O, predict the reaction product. The product is: [F:22][C:5]1[C:6]([NH:8][CH:9]2[CH2:14][CH2:13][CH2:12][N:11]([C:15]([O:17][C:18]([CH3:21])([CH3:20])[CH3:19])=[O:16])[CH2:10]2)=[N:7][C:2]([NH:23][C:24]2[CH:29]=[CH:28][CH:27]=[CH:26][CH:25]=2)=[N:3][CH:4]=1. (2) The product is: [C:16]([O:13][C:9]1[CH:10]=[CH:11][CH:12]=[C:7]([N+:4]([O-:6])=[O:5])[CH:8]=1)(=[O:17])[C:15]([CH3:20])([CH3:19])[CH3:14]. Given the reactants C(Cl)Cl.[N+:4]([C:7]1[CH:8]=[C:9]([OH:13])[CH:10]=[CH:11][CH:12]=1)([O-:6])=[O:5].[CH3:14][C:15]([CH3:20])([CH3:19])[C:16](Cl)=[O:17].[NH4+].[Cl-], predict the reaction product. (3) Given the reactants [N:1]1[CH:6]=[CH:5][CH:4]=[CH:3][C:2]=1[C:7]1[S:8][CH:9]=[C:10]([C:12]([OH:14])=[O:13])[N:11]=1.[Si](Cl)(C)(C)[CH3:16], predict the reaction product. The product is: [N:1]1[CH:6]=[CH:5][CH:4]=[CH:3][C:2]=1[C:7]1[S:8][CH:9]=[C:10]([C:12]([O:14][CH3:16])=[O:13])[N:11]=1.